From a dataset of Reaction yield outcomes from USPTO patents with 853,638 reactions. Predict the reaction yield, written as a fraction of the theoretical maximum amount of product (1.0 means a 100% yield; for example, 0.34 means a 34% yield). (1) The reactants are Br[C:2]1[C:7](=[O:8])[N:6]([CH2:9][C:10]2[CH:15]=[CH:14][C:13]([C:16]3[C:17]([C:22]#[N:23])=[CH:18][CH:19]=[CH:20][CH:21]=3)=[CH:12][C:11]=2[F:24])[C:5]([CH2:25][CH2:26][CH2:27][CH3:28])=[N:4][C:3]=1[CH3:29].[F:30][C:31]1[CH:36]=[CH:35][C:34](B(O)O)=[CH:33][CH:32]=1.C(=O)([O-])[O-].[Cs+].[Cs+]. The catalyst is O1CCOCC1.C(OCC)(=O)C.C1C=CC(P(C2C=CC=CC=2)[C-]2C=CC=C2)=CC=1.C1C=CC(P(C2C=CC=CC=2)[C-]2C=CC=C2)=CC=1.Cl[Pd]Cl.[Fe+2]. The product is [CH2:25]([C:5]1[N:6]([CH2:9][C:10]2[CH:15]=[CH:14][C:13]([C:16]3[C:17]([C:22]#[N:23])=[CH:18][CH:19]=[CH:20][CH:21]=3)=[CH:12][C:11]=2[F:24])[C:7](=[O:8])[C:2]([C:34]2[CH:35]=[CH:36][C:31]([F:30])=[CH:32][CH:33]=2)=[C:3]([CH3:29])[N:4]=1)[CH2:26][CH2:27][CH3:28]. The yield is 0.980. (2) The reactants are [Br:1][C:2]1[C:10]2[N:9]=[C:8]([CH3:11])[NH:7][C:6]=2[CH:5]=[C:4]([N:12]2[CH2:17][CH2:16][O:15][CH2:14][CH2:13]2)[CH:3]=1.C(=O)([O-])[O-].[K+].[K+].Br[CH2:25][C:26]1[CH:31]=[CH:30][CH:29]=[C:28]([C:32]([F:35])([F:34])[F:33])[C:27]=1[CH3:36].CCOC(C)=O. The catalyst is CN(C)C=O. The product is [Br:1][C:2]1[C:10]2[N:9]=[C:8]([CH3:11])[N:7]([CH2:25][C:26]3[CH:31]=[CH:30][CH:29]=[C:28]([C:32]([F:33])([F:34])[F:35])[C:27]=3[CH3:36])[C:6]=2[CH:5]=[C:4]([N:12]2[CH2:17][CH2:16][O:15][CH2:14][CH2:13]2)[CH:3]=1. The yield is 0.700. (3) The reactants are [C:1]([O:9][CH2:10][C@@:11]1([CH3:19])[CH2:17][CH2:16][CH2:15][CH:14]([OH:18])[CH2:13][O:12]1)(=[O:8])[C:2]1[CH:7]=[CH:6][CH:5]=[CH:4][CH:3]=1.C1C=C[NH+]=CC=1.[O-][Cr](Cl)(=O)=O. The catalyst is C(Cl)Cl.CCCCCC. The product is [C:1]([O:9][CH2:10][C@@:11]1([CH3:19])[CH2:17][CH2:16][CH2:15][C:14](=[O:18])[CH2:13][O:12]1)(=[O:8])[C:2]1[CH:3]=[CH:4][CH:5]=[CH:6][CH:7]=1. The yield is 0.720. (4) The reactants are Br[C:2]1[CH:3]=[CH:4][C:5]([C:9]#[N:10])=[N:6][C:7]=1[CH3:8].[CH:11]1(B(O)O)[CH2:13][CH2:12]1.CC1(C)C2C(=C(P(C3C=CC=CC=3)C3C=CC=CC=3)C=CC=2)OC2C(P(C3C=CC=CC=3)C3C=CC=CC=3)=CC=CC1=2.C([O-])([O-])=O.[Cs+].[Cs+]. The catalyst is O1CCOCC1.C1C=CC(/C=C/C(/C=C/C2C=CC=CC=2)=O)=CC=1.C1C=CC(/C=C/C(/C=C/C2C=CC=CC=2)=O)=CC=1.C1C=CC(/C=C/C(/C=C/C2C=CC=CC=2)=O)=CC=1.[Pd].[Pd]. The product is [CH:11]1([C:2]2[CH:3]=[CH:4][C:5]([C:9]#[N:10])=[N:6][C:7]=2[CH3:8])[CH2:13][CH2:12]1. The yield is 0.750. (5) The reactants are [CH:1]1([NH:5][C:6]2[C:11]([C:12]#[CH:13])=[CH:10][N:9]=[C:8]([O:14][CH3:15])[N:7]=2)[CH2:4][CH2:3][CH2:2]1.C(N=C(N(C)C)N(C)C)(C)(C)C.C1CCN2C(=NCCC2)CC1.C[Si](C#N)(C)C. The catalyst is CN(C=O)C.[Cu]I.C(Cl)Cl.CO. The product is [CH:1]1([N:5]2[C:6]3[N:7]=[C:8]([O:14][CH3:15])[N:9]=[CH:10][C:11]=3[CH:12]=[CH:13]2)[CH2:4][CH2:3][CH2:2]1. The yield is 0.820.